This data is from Reaction yield outcomes from USPTO patents with 853,638 reactions. The task is: Predict the reaction yield, written as a fraction of the theoretical maximum amount of product (1.0 means a 100% yield; for example, 0.34 means a 34% yield). (1) The catalyst is ClCCl. The product is [C:3]1([NH:22][C:17](=[O:18])[C:14]2[CH:15]=[CH:16][C:11]([Br:10])=[CH:12][CH:13]=2)[CH:8]=[CH:7][CH:6]=[CH:5][CH:4]=1. The reactants are C(N)C[C:3]1[CH:8]=[CH:7][CH:6]=[CH:5][CH:4]=1.[Br:10][C:11]1[CH:16]=[CH:15][C:14]([C:17](Cl)=[O:18])=[CH:13][CH:12]=1.C([N:22](CC)CC)C. The yield is 0.690. (2) The reactants are Cl[CH2:2][C:3]1[CH:4]=[CH:5][C:6]([O:11][C:12]2[CH:17]=[CH:16][C:15]([F:18])=[C:14]([C:19]([F:22])([F:21])[F:20])[CH:13]=2)=[C:7]([CH:10]=1)[C:8]#[N:9].[CH3:23][O:24][C:25]1[N:30]=[CH:29][C:28]([CH2:31][C:32]2[C:33](=[O:39])[NH:34][C:35](=[S:38])[NH:36][CH:37]=2)=[CH:27][N:26]=1.C([O-])([O-])=O.[K+].[K+]. The catalyst is CN(C=O)C. The product is [F:18][C:15]1[CH:16]=[CH:17][C:12]([O:11][C:6]2[CH:5]=[CH:4][C:3]([CH2:2][S:38][C:35]3[NH:36][CH:37]=[C:32]([CH2:31][C:28]4[CH:29]=[N:30][C:25]([O:24][CH3:23])=[N:26][CH:27]=4)[C:33](=[O:39])[N:34]=3)=[CH:10][C:7]=2[C:8]#[N:9])=[CH:13][C:14]=1[C:19]([F:22])([F:21])[F:20]. The yield is 0.332. (3) The reactants are [Br:1][C:2]1[CH:3]=[C:4]([I:10])[C:5]([OH:9])=[N:6][C:7]=1[Cl:8].[C:11](OC(=O)C)(=[O:13])[CH3:12]. No catalyst specified. The product is [C:11]([O:9][C:5]1[C:4]([I:10])=[CH:3][C:2]([Br:1])=[C:7]([Cl:8])[N:6]=1)(=[O:13])[CH3:12]. The yield is 1.00. (4) The catalyst is ClCCCl. The yield is 0.840. The product is [CH:31]([N:34]1[CH2:39][CH2:38][N:37]([CH2:19][C:14]2[N:15]([CH3:18])[C:16]3[C:12]([N:13]=2)=[C:11]([N:21]2[CH2:22][CH2:23][O:24][CH2:25][CH2:26]2)[N:10]=[C:9]([N:8]2[C:7]4[CH:27]=[CH:28][CH:29]=[CH:30][C:6]=4[N:5]=[C:4]2[CH:1]([CH3:2])[CH3:3])[N:17]=3)[CH2:36][C:35]1=[O:40])([CH3:33])[CH3:32]. The reactants are [CH:1]([C:4]1[N:8]([C:9]2[N:17]=[C:16]3[C:12]([N:13]=[C:14]([CH:19]=O)[N:15]3[CH3:18])=[C:11]([N:21]3[CH2:26][CH2:25][O:24][CH2:23][CH2:22]3)[N:10]=2)[C:7]2[CH:27]=[CH:28][CH:29]=[CH:30][C:6]=2[N:5]=1)([CH3:3])[CH3:2].[CH:31]([N:34]1[CH2:39][CH2:38][NH:37][CH2:36][C:35]1=[O:40])([CH3:33])[CH3:32].C(O[BH-](OC(=O)C)OC(=O)C)(=O)C.[Na+]. (5) The reactants are [CH2:1]([O:8][CH2:9][C@@:10]1([CH2:39][O:40][CH2:41][O:42][CH3:43])[O:14][C@@H:13]([N:15]2[CH:23]=[C:21]([CH3:22])[C:19](=[O:20])[N:18]([CH2:24][O:25][CH2:26][C:27]3[CH:32]=[CH:31][CH:30]=[CH:29][CH:28]=3)[C:16]2=[O:17])[CH2:12][C@:11]1([CH2:34][O:35][CH2:36][O:37][CH3:38])[OH:33])[C:2]1[CH:7]=[CH:6][CH:5]=[CH:4][CH:3]=1.CN(C)C=O.[H-].[Na+].[CH2:51](Br)[C:52]1[CH:57]=[CH:56][CH:55]=[CH:54][CH:53]=1. The catalyst is O. The product is [CH2:51]([O:33][C@:11]1([CH2:34][O:35][CH2:36][O:37][CH3:38])[C@@:10]([CH2:39][O:40][CH2:41][O:42][CH3:43])([CH2:9][O:8][CH2:1][C:2]2[CH:3]=[CH:4][CH:5]=[CH:6][CH:7]=2)[O:14][C@@H:13]([N:15]2[CH:23]=[C:21]([CH3:22])[C:19](=[O:20])[N:18]([CH2:24][O:25][CH2:26][C:27]3[CH:32]=[CH:31][CH:30]=[CH:29][CH:28]=3)[C:16]2=[O:17])[CH2:12]1)[C:52]1[CH:57]=[CH:56][CH:55]=[CH:54][CH:53]=1. The yield is 0.330. (6) The reactants are [CH2:1]1[CH:6]2[CH2:7][C:8]3([NH2:11])[CH2:10][CH:4]([CH2:5]2)[CH2:3][CH:2]1[CH2:9]3.[F:12][C:13]1[CH:18]=[CH:17][C:16]([C:19]2[O:23][N:22]=[C:21]([CH:24]=O)[CH:20]=2)=[CH:15][CH:14]=1. No catalyst specified. The product is [F:12][C:13]1[CH:14]=[CH:15][C:16]([C:19]2[O:23][N:22]=[C:21]([CH2:24][NH:11][C:8]34[CH2:10][CH:4]5[CH2:5][CH:6]([CH2:1][CH:2]([CH2:3]5)[CH2:9]3)[CH2:7]4)[CH:20]=2)=[CH:17][CH:18]=1. The yield is 0.690.